Dataset: NCI-60 drug combinations with 297,098 pairs across 59 cell lines. Task: Regression. Given two drug SMILES strings and cell line genomic features, predict the synergy score measuring deviation from expected non-interaction effect. (1) Drug 1: C1=CC(=CC=C1CCCC(=O)O)N(CCCl)CCCl. Drug 2: CC(C)(C#N)C1=CC(=CC(=C1)CN2C=NC=N2)C(C)(C)C#N. Cell line: OVCAR-8. Synergy scores: CSS=7.04, Synergy_ZIP=-7.11, Synergy_Bliss=-6.39, Synergy_Loewe=-5.89, Synergy_HSA=-6.05. (2) Drug 1: C1=NC2=C(N1)C(=S)N=CN2. Drug 2: CC12CCC3C(C1CCC2OP(=O)(O)O)CCC4=C3C=CC(=C4)OC(=O)N(CCCl)CCCl.[Na+]. Cell line: HL-60(TB). Synergy scores: CSS=25.2, Synergy_ZIP=-6.72, Synergy_Bliss=-4.50, Synergy_Loewe=-39.9, Synergy_HSA=-14.8. (3) Drug 1: CC1OCC2C(O1)C(C(C(O2)OC3C4COC(=O)C4C(C5=CC6=C(C=C35)OCO6)C7=CC(=C(C(=C7)OC)O)OC)O)O. Drug 2: CC1C(C(CC(O1)OC2CC(CC3=C2C(=C4C(=C3O)C(=O)C5=C(C4=O)C(=CC=C5)OC)O)(C(=O)CO)O)N)O.Cl. Cell line: OVCAR-5. Synergy scores: CSS=36.3, Synergy_ZIP=-0.186, Synergy_Bliss=-0.505, Synergy_Loewe=1.69, Synergy_HSA=2.65. (4) Drug 1: C1CCC(C(C1)N)N.C(=O)(C(=O)[O-])[O-].[Pt+4]. Drug 2: CC12CCC3C(C1CCC2OP(=O)(O)O)CCC4=C3C=CC(=C4)OC(=O)N(CCCl)CCCl.[Na+]. Cell line: OVCAR-4. Synergy scores: CSS=-0.656, Synergy_ZIP=-0.101, Synergy_Bliss=-0.189, Synergy_Loewe=-2.69, Synergy_HSA=-2.27.